Dataset: Full USPTO retrosynthesis dataset with 1.9M reactions from patents (1976-2016). Task: Predict the reactants needed to synthesize the given product. (1) The reactants are: P(O[CH2:10][C:11]#[N:12])(OCC)(OCC)=O.CC(C)([O-])C.[K+].[C:19]([O:23][C:24]([N:26]1[CH2:29][C:28](=O)[CH2:27]1)=[O:25])([CH3:22])([CH3:21])[CH3:20]. Given the product [C:11]([CH:10]=[C:28]1[CH2:29][N:26]([C:24]([O:23][C:19]([CH3:22])([CH3:21])[CH3:20])=[O:25])[CH2:27]1)#[N:12], predict the reactants needed to synthesize it. (2) Given the product [Cl:21][C:22]1[N:23]=[C:24]([C:29]([NH:1][C@H:2]2[CH2:7][CH2:6][N:5]([C:8]3[CH:9]=[C:10]([CH:15]=[C:16]([F:18])[CH:17]=3)[C:11]([O:13][CH3:14])=[O:12])[CH2:4][C@H:3]2[O:19][CH3:20])=[O:30])[NH:25][C:26]=1[CH2:27][CH3:28], predict the reactants needed to synthesize it. The reactants are: [NH2:1][C@H:2]1[CH2:7][CH2:6][N:5]([C:8]2[CH:9]=[C:10]([CH:15]=[C:16]([F:18])[CH:17]=2)[C:11]([O:13][CH3:14])=[O:12])[CH2:4][C@H:3]1[O:19][CH3:20].[Cl:21][C:22]1[N:23]=[C:24]([C:29](O)=[O:30])[NH:25][C:26]=1[CH2:27][CH3:28].CCN=C=NCCCN(C)C.Cl.C1C=CC2N(O)N=NC=2C=1. (3) Given the product [C:35]([OH:38])([C:11]([F:14])([F:13])[F:12])=[O:36].[F:12][C:11]([F:14])([F:13])[C:9]1[CH:8]=[C:7]2[C:3]([CH:4]=[N:5][NH:6]2)=[C:2]([C:23]2[CH:24]=[N:25][N:26]([CH2:28][C:29]([O:31][CH2:32][CH3:33])=[O:30])[CH:27]=2)[CH:10]=1, predict the reactants needed to synthesize it. The reactants are: Br[C:2]1[CH:10]=[C:9]([C:11]([F:14])([F:13])[F:12])[CH:8]=[C:7]2[C:3]=1[CH:4]=[N:5][NH:6]2.CC1(C)C(C)(C)OB([C:23]2[CH:24]=[N:25][N:26]([CH2:28][C:29]([O:31][CH2:32][CH3:33])=[O:30])[CH:27]=2)O1.[C:35]([O-:38])(O)=[O:36].[Na+]. (4) Given the product [C:1]([NH:5][C:6](=[O:35])[C:7]1[CH:12]=[CH:11][CH:10]=[C:9]([O:13][C:14]2[CH:19]=[CH:18][C:17]([NH:20][C:21]3[C:31]4[CH:30]=[C:29]([CH:32]=[N:37][O:38][CH2:39][CH2:40][OH:41])[CH2:28][CH2:27][NH:26][C:25]=4[N:24]=[CH:23][N:22]=3)=[CH:16][C:15]=2[Cl:34])[CH:8]=1)([CH3:4])([CH3:2])[CH3:3], predict the reactants needed to synthesize it. The reactants are: [C:1]([NH:5][C:6](=[O:35])[C:7]1[CH:12]=[CH:11][CH:10]=[C:9]([O:13][C:14]2[CH:19]=[CH:18][C:17]([NH:20][C:21]3[C:31]4[CH:30]=[C:29]([CH:32]=O)[CH2:28][CH2:27][NH:26][C:25]=4[N:24]=[CH:23][N:22]=3)=[CH:16][C:15]=2[Cl:34])[CH:8]=1)([CH3:4])([CH3:3])[CH3:2].Cl.[NH2:37][O:38][CH2:39][CH2:40][OH:41].C([O-])(=O)C.[Na+]. (5) Given the product [OH:36][C@H:26]1[CH2:27][CH2:28][C@H:23]([O:22][C:20](=[O:21])[NH:12][C:10]2[S:11][C:7]3[C:6]([CH:13]4[CH2:18][CH2:17][O:16][CH2:15][CH2:14]4)=[CH:5][CH:4]=[C:3]([O:2][CH3:1])[C:8]=3[N:9]=2)[CH2:24][CH2:25]1, predict the reactants needed to synthesize it. The reactants are: [CH3:1][O:2][C:3]1[C:8]2[N:9]=[C:10]([NH2:12])[S:11][C:7]=2[C:6]([CH:13]2[CH2:18][CH2:17][O:16][CH2:15][CH2:14]2)=[CH:5][CH:4]=1.Cl[C:20]([O:22][C:23]1[CH:28]=[CH:27][CH:26]=[CH:25][CH:24]=1)=[O:21].C([O:36]C(=O)NC1SC2C(C3C=CC=CC=3)=CC=C(OC)C=2N=1)C1C=CC=CC=1.C(N(C(C)C)C(C)C)C.[C@H]1(O)CC[C@H](O)CC1. (6) The reactants are: [NH2:1][C:2]1[NH:3][C:4]([CH3:24])=[C:5]([C:20]([O:22][CH3:23])=[O:21])[CH:6]([C:13]2[CH:18]=[CH:17][C:16]([CH3:19])=[CH:15][CH:14]=2)[C:7]=1[C:8]([O:10][CH2:11][CH3:12])=[O:9].C(C1C(=O)C(Cl)=C(Cl)C(=O)C=1C#N)#N. Given the product [NH2:1][C:2]1[C:7]([C:8]([O:10][CH2:11][CH3:12])=[O:9])=[C:6]([C:13]2[CH:18]=[CH:17][C:16]([CH3:19])=[CH:15][CH:14]=2)[C:5]([C:20]([O:22][CH3:23])=[O:21])=[C:4]([CH3:24])[N:3]=1, predict the reactants needed to synthesize it. (7) Given the product [CH3:3][C:4]1[O:8][C:7]([C:9]2[CH:10]=[CH:11][CH:12]=[CH:13][CH:14]=2)=[N:6][C:5]=1[CH2:15][O:16][C:17]1[CH:18]=[CH:19][C:20]([CH2:21][O:22]/[N:23]=[C:24](/[C:34]2[CH:39]=[CH:38][CH:37]=[CH:36][CH:35]=2)\[CH2:25][CH2:26][CH2:27][CH2:28][C:29]([OH:31])=[O:30])=[CH:40][CH:41]=1, predict the reactants needed to synthesize it. The reactants are: [OH-].[Na+].[CH3:3][C:4]1[O:8][C:7]([C:9]2[CH:14]=[CH:13][CH:12]=[CH:11][CH:10]=2)=[N:6][C:5]=1[CH2:15][O:16][C:17]1[CH:41]=[CH:40][C:20]([CH2:21][O:22]/[N:23]=[C:24](/[C:34]2[CH:39]=[CH:38][CH:37]=[CH:36][CH:35]=2)\[CH2:25][CH2:26][CH2:27][CH2:28][C:29]([O:31]CC)=[O:30])=[CH:19][CH:18]=1.CO.Cl.